From a dataset of Full USPTO retrosynthesis dataset with 1.9M reactions from patents (1976-2016). Predict the reactants needed to synthesize the given product. (1) Given the product [N:1]1([CH2:7][C:8]2[NH:9][C:10]([C:24]3[CH:29]=[CH:28][N:27]=[CH:26][CH:25]=3)=[C:11]([C:13]3[CH:14]=[C:15]4[C:19](=[CH:20][CH:21]=3)[C:18](=[N:22][OH:23])[CH2:17][CH2:16]4)[N:12]=2)[CH2:2][CH2:3][NH:37][CH2:5][CH2:6]1, predict the reactants needed to synthesize it. The reactants are: [N:1]1([CH2:7][C:8]2[NH:9][C:10]([C:24]3[CH:29]=[CH:28][N:27]=[CH:26][CH:25]=3)=[C:11]([C:13]3[CH:14]=[C:15]4[C:19](=[CH:20][CH:21]=3)[C:18](=[N:22][OH:23])[CH2:17][CH2:16]4)[N:12]=2)[CH2:6][CH2:5]C[CH2:3][CH2:2]1.C(OC([N:37]1CCNCC1)=O)(C)(C)C. (2) Given the product [F:17][C:15]1[CH:16]=[C:11]([CH2:10][C@@H:9]([C:19]2[C:24]([C:25]3[CH:26]=[CH:27][C:28]([F:34])=[C:29]([CH:33]=3)[C:30]([NH2:32])=[O:31])=[CH:23][CH:22]=[CH:21][N:20]=2)[NH:8][C:46](=[O:47])[CH2:45][N:44]2[C:40]3[CH2:39][CH2:38][NH:37][C:36](=[O:35])[C:41]=3[C:42]([C:49]([F:52])([F:50])[F:51])=[N:43]2)[CH:12]=[C:13]([F:18])[CH:14]=1, predict the reactants needed to synthesize it. The reactants are: FC(F)(F)C(O)=O.[NH2:8][C@H:9]([C:19]1[C:24]([C:25]2[CH:26]=[CH:27][C:28]([F:34])=[C:29]([CH:33]=2)[C:30]([NH2:32])=[O:31])=[CH:23][CH:22]=[CH:21][N:20]=1)[CH2:10][C:11]1[CH:16]=[C:15]([F:17])[CH:14]=[C:13]([F:18])[CH:12]=1.[O:35]=[C:36]1[C:41]2[C:42]([C:49]([F:52])([F:51])[F:50])=[N:43][N:44]([CH2:45][C:46](O)=[O:47])[C:40]=2[CH2:39][CH2:38][NH:37]1. (3) Given the product [F:1][C:2]1[CH:3]=[CH:4][C:5]([CH2:6][C:7]2[CH:8]=[C:9]([CH:27]=[CH:28][C:29]=2[OH:30])[CH2:10][C:11]2[C:16]([CH3:17])=[CH:15][C:14]([NH:18][C:19](=[O:25])[C:20]([OH:22])=[O:21])=[CH:13][C:12]=2[CH3:26])=[CH:32][CH:33]=1, predict the reactants needed to synthesize it. The reactants are: [F:1][C:2]1[CH:33]=[CH:32][C:5]([CH2:6][C:7]2[CH:8]=[C:9]([CH:27]=[CH:28][C:29]=2[O:30]C)[CH2:10][C:11]2[C:16]([CH3:17])=[CH:15][C:14]([NH:18][C:19](=[O:25])[C:20]([O:22]CC)=[O:21])=[CH:13][C:12]=2[CH3:26])=[CH:4][CH:3]=1.B(Br)(Br)Br. (4) The reactants are: [CH3:1][C:2]1[CH:10]=[CH:9][C:5]([C:6]([OH:8])=[O:7])=[C:4]([SH:11])[CH:3]=1.Cl.[CH3:13]O. Given the product [CH3:1][C:2]1[CH:10]=[CH:9][C:5]([C:6]([O:8][CH3:13])=[O:7])=[C:4]([SH:11])[CH:3]=1, predict the reactants needed to synthesize it. (5) Given the product [Si:5]([O:13][CH2:12][CH2:11][NH:10][CH3:9])([C:1]([CH3:4])([CH3:3])[CH3:2])([CH3:8])[CH3:7], predict the reactants needed to synthesize it. The reactants are: [C:1]([Si:5]([CH3:8])([CH3:7])Cl)([CH3:4])([CH3:3])[CH3:2].[CH3:9][NH:10][CH2:11][CH2:12][OH:13].N1C=CN=C1.O. (6) Given the product [CH3:1][O:2][C:3](=[O:21])[CH2:4][C:5]1[CH:10]=[CH:9][C:8]([O:11][CH3:12])=[C:7]([C:13]2[C:18]([CH2:19][NH:20][C:30]([O:32][CH2:33][C:34]3[CH:39]=[CH:38][CH:37]=[CH:36][CH:35]=3)=[O:31])=[CH:17][CH:16]=[CH:15][N:14]=2)[CH:6]=1, predict the reactants needed to synthesize it. The reactants are: [CH3:1][O:2][C:3](=[O:21])[CH2:4][C:5]1[CH:10]=[CH:9][C:8]([O:11][CH3:12])=[C:7]([C:13]2[C:18]([CH2:19][NH2:20])=[CH:17][CH:16]=[CH:15][N:14]=2)[CH:6]=1.C(N(CC)CC)C.Cl[C:30]([O:32][CH2:33][C:34]1[CH:39]=[CH:38][CH:37]=[CH:36][CH:35]=1)=[O:31]. (7) Given the product [CH:15]1([CH2:14][CH2:13][O:12][C:6]2[N:5]=[C:4]3[C:9]([N:10]=[C:2]([O:25][CH3:24])[N:3]3[CH:18]3[CH2:23][CH2:22][CH2:21][CH2:20][O:19]3)=[C:8]([NH2:11])[N:7]=2)[CH2:17][CH2:16]1, predict the reactants needed to synthesize it. The reactants are: Br[C:2]1[N:3]([CH:18]2[CH2:23][CH2:22][CH2:21][CH2:20][O:19]2)[C:4]2[C:9]([N:10]=1)=[C:8]([NH2:11])[N:7]=[C:6]([O:12][CH2:13][CH2:14][CH:15]1[CH2:17][CH2:16]1)[N:5]=2.[CH3:24][O-:25].[Na+].